The task is: Predict which catalyst facilitates the given reaction.. This data is from Catalyst prediction with 721,799 reactions and 888 catalyst types from USPTO. (1) Reactant: [Cl:1][C:2]1[CH:7]=[C:6]([Cl:8])[CH:5]=[CH:4][C:3]=1[C:9]1[CH:13]=[C:12]([OH:14])[NH:11][N:10]=1.[OH-].[Na+].Cl[CH:18]([F:20])[F:19].O1CCOC[CH2:22]1. Product: [Cl:1][C:2]1[CH:7]=[C:6]([Cl:8])[CH:5]=[CH:4][C:3]=1[C:9]1[CH:13]=[C:12]([O:14][CH:18]([F:20])[F:19])[N:11]([CH3:22])[N:10]=1. The catalyst class is: 6. (2) Reactant: Cl[C:2]1[C:11]2[CH2:10][CH2:9][CH2:8][CH2:7][C:6]=2[N:5]=[C:4]([O:12][CH2:13][C:14]2[CH:19]=[CH:18][CH:17]=[CH:16][N:15]=2)[CH:3]=1.F[C:21]1[N:26]=[CH:25][C:24]([Sn](C)(C)C)=[CH:23][N:22]=1.[Li+].[Cl-].[CH3:33][N:34](C=O)[CH3:35]. Product: [CH3:33][N:34]([CH3:35])[C:21]1[N:26]=[CH:25][C:24]([C:2]2[C:11]3[CH2:10][CH2:9][CH2:8][CH2:7][C:6]=3[N:5]=[C:4]([O:12][CH2:13][C:14]3[CH:19]=[CH:18][CH:17]=[CH:16][N:15]=3)[CH:3]=2)=[CH:23][N:22]=1. The catalyst class is: 535. (3) Reactant: C([NH:8][C:9]1[C:10]([CH3:31])=[C:11]([CH3:30])[C:12]2[O:16][CH2:15][CH:14]([C:17]3[CH:22]=[CH:21][C:20]([CH:23]([CH3:25])[CH3:24])=[CH:19][C:18]=3[O:26][CH3:27])[C:13]=2[C:28]=1[CH3:29])C1C=CC=CC=1. Product: [CH:23]([C:20]1[CH:21]=[CH:22][C:17]([CH:14]2[C:13]3[C:28]([CH3:29])=[C:9]([NH2:8])[C:10]([CH3:31])=[C:11]([CH3:30])[C:12]=3[O:16][CH2:15]2)=[C:18]([O:26][CH3:27])[CH:19]=1)([CH3:25])[CH3:24]. The catalyst class is: 175.